This data is from Forward reaction prediction with 1.9M reactions from USPTO patents (1976-2016). The task is: Predict the product of the given reaction. (1) Given the reactants [Cl:1][C:2]1[CH:7]=[CH:6][C:5]([CH:8](Cl)[C:9]2[CH:14]=[CH:13][CH:12]=[CH:11][CH:10]=2)=[C:4]([CH3:16])[CH:3]=1.C([O-])([O-])=O.[K+].[K+].[C-:23]#[N:24].[Na+].O, predict the reaction product. The product is: [Cl:1][C:2]1[CH:7]=[CH:6][C:5]([CH:8]([C:9]2[CH:14]=[CH:13][CH:12]=[CH:11][CH:10]=2)[C:23]#[N:24])=[C:4]([CH3:16])[CH:3]=1. (2) Given the reactants [F:1][C:2]1[CH:7]=[CH:6][C:5]([S:8]([NH:11][C:12]2[C:17]([C:18]([O:20][CH3:21])=[O:19])=[C:16]([O:22][CH2:23][C:24]([O:26][CH3:27])=[O:25])[C:15]([CH:28]=[CH2:29])=[CH:14][CH:13]=2)(=[O:10])=[O:9])=[CH:4][CH:3]=1.[H][H], predict the reaction product. The product is: [CH2:28]([C:15]1[C:16]([O:22][CH2:23][C:24]([O:26][CH3:27])=[O:25])=[C:17]([C:12]([NH:11][S:8]([C:5]2[CH:6]=[CH:7][C:2]([F:1])=[CH:3][CH:4]=2)(=[O:9])=[O:10])=[CH:13][CH:14]=1)[C:18]([O:20][CH3:21])=[O:19])[CH3:29]. (3) Given the reactants [CH:1]1([C:5]([NH:7][CH2:8][C:9](OCC)=[O:10])=O)[CH2:4][CH2:3][CH2:2]1.Cl.ClCCl, predict the reaction product. The product is: [NH3:7].[CH:1]1([CH2:5][NH:7][CH2:8][CH2:9][OH:10])[CH2:4][CH2:3][CH2:2]1. (4) Given the reactants [F:1][C:2]1[CH:3]=[CH:4][C:5]2[N:6]([C:8]([N:11]3[CH2:16][CH2:15][CH:14]([CH2:17][OH:18])[CH2:13][CH2:12]3)=[N:9][N:10]=2)[CH:7]=1.CCN(CC)CC.[CH:26]([Si:29](OS(C(F)(F)F)(=O)=O)([CH:33]([CH3:35])[CH3:34])[CH:30]([CH3:32])[CH3:31])([CH3:28])[CH3:27], predict the reaction product. The product is: [F:1][C:2]1[CH:3]=[CH:4][C:5]2[N:6]([C:8]([N:11]3[CH2:12][CH2:13][CH:14]([CH2:17][O:18][Si:29]([CH:33]([CH3:35])[CH3:34])([CH:30]([CH3:32])[CH3:31])[CH:26]([CH3:28])[CH3:27])[CH2:15][CH2:16]3)=[N:9][N:10]=2)[CH:7]=1. (5) The product is: [CH2:1]([O:3][C:4]([C:6]1[N:7]([CH3:26])[C:8]([CH2:24][CH3:25])=[C:9]([C:22]#[N:23])[C:10]=1[C:11]1[CH:12]=[CH:13][C:14]([C:17]2[N:18]([CH2:30][CH:31]([CH3:33])[CH3:32])[N:19]=[N:20][N:21]=2)=[CH:15][CH:16]=1)=[O:5])[CH3:2]. Given the reactants [CH2:1]([O:3][C:4]([C:6]1[N:7]([CH3:26])[C:8]([CH2:24][CH3:25])=[C:9]([C:22]#[N:23])[C:10]=1[C:11]1[CH:16]=[CH:15][C:14]([C:17]2[NH:21][N:20]=[N:19][N:18]=2)=[CH:13][CH:12]=1)=[O:5])[CH3:2].[H-].[Na+].Br[CH2:30][CH:31]([CH3:33])[CH3:32], predict the reaction product. (6) Given the reactants [NH2:1][CH:2]1[CH2:5][N:4]([C:6]([C:8]2[CH:9]=[C:10]([CH:23]=[CH:24][C:25]=2[F:26])[CH2:11][C:12]2[C:21]3[C:16](=[CH:17][CH:18]=[CH:19][CH:20]=3)[C:15](=[O:22])[NH:14][N:13]=2)=[O:7])[CH2:3]1.C(O[C:30]1(O[Si](C)(C)C)[CH2:32][CH2:31]1)C.C(O[BH-](OC(=O)C)OC(=O)C)(=O)C.[Na+], predict the reaction product. The product is: [CH:30]1([NH:1][CH:2]2[CH2:3][N:4]([C:6]([C:8]3[CH:9]=[C:10]([CH:23]=[CH:24][C:25]=3[F:26])[CH2:11][C:12]3[C:21]4[C:16](=[CH:17][CH:18]=[CH:19][CH:20]=4)[C:15](=[O:22])[NH:14][N:13]=3)=[O:7])[CH2:5]2)[CH2:32][CH2:31]1.